This data is from NCI-60 drug combinations with 297,098 pairs across 59 cell lines. The task is: Regression. Given two drug SMILES strings and cell line genomic features, predict the synergy score measuring deviation from expected non-interaction effect. (1) Drug 1: CC1CCC2CC(C(=CC=CC=CC(CC(C(=O)C(C(C(=CC(C(=O)CC(OC(=O)C3CCCCN3C(=O)C(=O)C1(O2)O)C(C)CC4CCC(C(C4)OC)OCCO)C)C)O)OC)C)C)C)OC. Drug 2: CN1C2=C(C=C(C=C2)N(CCCl)CCCl)N=C1CCCC(=O)O.Cl. Cell line: SK-MEL-2. Synergy scores: CSS=21.0, Synergy_ZIP=1.81, Synergy_Bliss=4.32, Synergy_Loewe=-13.3, Synergy_HSA=3.17. (2) Drug 1: CCC1(CC2CC(C3=C(CCN(C2)C1)C4=CC=CC=C4N3)(C5=C(C=C6C(=C5)C78CCN9C7C(C=CC9)(C(C(C8N6C)(C(=O)OC)O)OC(=O)C)CC)OC)C(=O)OC)O.OS(=O)(=O)O. Drug 2: C(CN)CNCCSP(=O)(O)O. Cell line: MOLT-4. Synergy scores: CSS=-3.77, Synergy_ZIP=1.16, Synergy_Bliss=0.160, Synergy_Loewe=-2.12, Synergy_HSA=-2.28.